Dataset: Full USPTO retrosynthesis dataset with 1.9M reactions from patents (1976-2016). Task: Predict the reactants needed to synthesize the given product. (1) Given the product [CH2:39]([O:38][CH2:37][C:32]1[N:33]([N:34]([CH3:36])[CH3:35])[C:29]2[C:28]([CH3:41])=[C:27]([CH3:42])[N:26]=[C:25]([NH:21][CH2:20][C:19]3[CH:22]=[CH:23][C:16]([O:15][CH3:14])=[CH:17][CH:18]=3)[C:30]=2[N:31]=1)[CH3:40], predict the reactants needed to synthesize it. The reactants are: FC(F)(F)CO.Cl.N1C=CC=CC=1.[CH3:14][O:15][C:16]1[CH:23]=[CH:22][C:19]([CH2:20][NH2:21])=[CH:18][CH:17]=1.Cl[C:25]1[C:30]2[N:31]=[C:32]([CH2:37][O:38][CH2:39][CH3:40])[N:33]([N:34]([CH3:36])[CH3:35])[C:29]=2[C:28]([CH3:41])=[C:27]([CH3:42])[N:26]=1. (2) The reactants are: Cl[C:2]1[CH:7]=[N:6][CH:5]=[C:4]([O:8][C:9]2[CH:14]=[CH:13][CH:12]=[C:11]([NH:15][C:16](=[O:18])[CH3:17])[CH:10]=2)[N:3]=1.[CH3:19][O:20][C:21]1[CH:22]=[C:23]([CH:25]=[C:26]([O:30][CH3:31])[C:27]=1[O:28][CH3:29])[NH2:24]. Given the product [CH3:31][O:30][C:26]1[CH:25]=[C:23]([NH:24][C:2]2[CH:7]=[N:6][CH:5]=[C:4]([O:8][C:9]3[CH:14]=[CH:13][CH:12]=[C:11]([NH:15][C:16](=[O:18])[CH3:17])[CH:10]=3)[N:3]=2)[CH:22]=[C:21]([O:20][CH3:19])[C:27]=1[O:28][CH3:29], predict the reactants needed to synthesize it. (3) Given the product [Cl:1][C:2]1[CH:3]=[CH:4][C:5]([C:6]([NH:8][C:9]2[S:10][CH:11]=[C:12]([CH2:14][C:15](=[O:17])[N:24]3[CH2:25][CH2:26][N:21]([CH2:27][CH2:28][N:29]4[CH2:33][CH2:32][O:31][C:30]4=[O:34])[CH2:22][CH2:23]3)[N:13]=2)=[O:7])=[CH:18][CH:19]=1, predict the reactants needed to synthesize it. The reactants are: [Cl:1][C:2]1[CH:19]=[CH:18][C:5]([C:6]([NH:8][C:9]2[S:10][CH:11]=[C:12]([CH2:14][C:15]([OH:17])=O)[N:13]=2)=[O:7])=[CH:4][CH:3]=1.Cl.[N:21]1([CH2:27][CH2:28][N:29]2[CH2:33][CH2:32][O:31][C:30]2=[O:34])[CH2:26][CH2:25][NH:24][CH2:23][CH2:22]1. (4) Given the product [Cl:1][C:2]1[N:7]=[C:6]2[CH:8]=[C:9]([CH2:11][N:12]3[C:16]4=[CH:17][N:18]=[CH:19][CH:20]=[C:15]4[C:14]4([CH2:22][CH2:21]4)[C:13]3=[O:23])[N:10]([CH2:31][CH2:30][S:32]([CH2:35][CH3:36])(=[O:34])=[O:33])[C:5]2=[CH:4][CH:3]=1, predict the reactants needed to synthesize it. The reactants are: [Cl:1][C:2]1[N:7]=[C:6]2[CH:8]=[C:9]([CH2:11][N:12]3[C:16]4=[CH:17][N:18]=[CH:19][CH:20]=[C:15]4[C:14]4([CH2:22][CH2:21]4)[C:13]3=[O:23])[NH:10][C:5]2=[CH:4][CH:3]=1.CC(C)([O-])C.[Na+].[CH2:30]([S:32]([CH:35]=[CH2:36])(=[O:34])=[O:33])[CH3:31]. (5) Given the product [N+:1]([C:4]1[CH:9]=[C:8]([N+:10]([O-:12])=[O:11])[CH:7]=[CH:6][C:5]=1[CH2:13][CH2:14][OH:15])([O-:3])=[O:2], predict the reactants needed to synthesize it. The reactants are: [N+:1]([C:4]1[CH:9]=[C:8]([N+:10]([O-:12])=[O:11])[CH:7]=[CH:6][C:5]=1[CH2:13][C:14](O)=[O:15])([O-:3])=[O:2].O.C(OCC)(=O)C. (6) Given the product [F:8][C:9]1[CH:10]=[CH:11][CH:13]=[CH:14][C:15]=1[O:16][C:17]1[C:25]2[C:20](=[CH:21][CH:22]=[CH:23][CH:24]=2)[N:19]([CH2:26][C:27]2[CH:32]=[CH:31][C:30]([O:33][CH3:34])=[CH:29][CH:28]=2)[N:18]=1, predict the reactants needed to synthesize it. The reactants are: N(OCCCC)=O.[F:8][C:9]1[CH:10]=[C:11]([CH:13]=[CH:14][C:15]=1[O:16][C:17]1[C:25]2[C:20](=[CH:21][CH:22]=[CH:23][CH:24]=2)[N:19]([CH2:26][C:27]2[CH:32]=[CH:31][C:30]([O:33][CH3:34])=[CH:29][CH:28]=2)[N:18]=1)N.Cl. (7) Given the product [CH3:18][N:4]([CH3:3])[N:5]([CH2:25][C:22]1[S:23][CH:24]=[C:20]([CH3:19])[N:21]=1)[C:6]([C:8]1[CH:9]=[C:10]([CH:15]=[CH:16][CH:17]=1)[C:11]([O:13][CH3:14])=[O:12])=[O:7], predict the reactants needed to synthesize it. The reactants are: [H-].[Na+].[CH3:3][N:4]([CH3:18])[NH:5][C:6]([C:8]1[CH:9]=[C:10]([CH:15]=[CH:16][CH:17]=1)[C:11]([O:13][CH3:14])=[O:12])=[O:7].[CH3:19][C:20]1[N:21]=[C:22]([CH2:25]Br)[S:23][CH:24]=1. (8) Given the product [CH3:1][C:2]1[C:3]([CH2:9][N:10]([CH:15]2[C:24]3[N:23]=[CH:22][CH:21]=[CH:20][C:19]=3[CH2:18][CH2:17][CH2:16]2)[CH2:11][CH2:12][CH2:13][NH:14][C:30]([NH2:29])=[O:31])=[N:4][CH:5]=[C:6]([CH3:8])[CH:7]=1, predict the reactants needed to synthesize it. The reactants are: [CH3:1][C:2]1[C:3]([CH2:9][N:10]([CH:15]2[C:24]3[N:23]=[CH:22][CH:21]=[CH:20][C:19]=3[CH2:18][CH2:17][CH2:16]2)[CH2:11][CH2:12][CH2:13][NH2:14])=[N:4][CH:5]=[C:6]([CH3:8])[CH:7]=1.C[Si]([N:29]=[C:30]=[O:31])(C)C.